Dataset: Catalyst prediction with 721,799 reactions and 888 catalyst types from USPTO. Task: Predict which catalyst facilitates the given reaction. (1) Reactant: [C:1]([O:5][C:6]([N:8]1[CH2:13][CH2:12][N:11]([C:14]2[CH:19]=[CH:18][C:17]([CH:20]=O)=[C:16]([N+:22]([O-:24])=[O:23])[CH:15]=2)[CH2:10][CH2:9]1)=[O:7])([CH3:4])([CH3:3])[CH3:2].[Br-].[NH:26]1[C:34]2[C:29](=[CH:30][CH:31]=[CH:32][CH:33]=2)[C:28]([CH2:35][P+](C2C=CC=CC=2)(C2C=CC=CC=2)C2C=CC=CC=2)=[N:27]1.C(=O)([O-])[O-].[K+].[K+].O. The catalyst class is: 5. Product: [C:1]([O:5][C:6]([N:8]1[CH2:13][CH2:12][N:11]([C:14]2[CH:19]=[CH:18][C:17](/[CH:20]=[CH:35]/[C:28]3[C:29]4[C:34](=[CH:33][CH:32]=[CH:31][CH:30]=4)[NH:26][N:27]=3)=[C:16]([N+:22]([O-:24])=[O:23])[CH:15]=2)[CH2:10][CH2:9]1)=[O:7])([CH3:4])([CH3:3])[CH3:2]. (2) Reactant: [Br:1][C:2]1[CH:3]=[CH:4][C:5]([O:10][CH2:11][CH:12]2[CH2:17][CH2:16][N:15]([CH2:18][C:19]([F:22])([CH3:21])[CH3:20])[CH2:14][CH2:13]2)=[C:6]([CH:9]=1)[CH:7]=[O:8].[BH4-].[Na+].O. Product: [Br:1][C:2]1[CH:3]=[CH:4][C:5]([O:10][CH2:11][CH:12]2[CH2:13][CH2:14][N:15]([CH2:18][C:19]([F:22])([CH3:20])[CH3:21])[CH2:16][CH2:17]2)=[C:6]([CH2:7][OH:8])[CH:9]=1. The catalyst class is: 1. (3) Reactant: [C:1]([CH2:3][C:4]([O:6][CH3:7])=[O:5])#[N:2].Br[CH2:9][CH2:10][O:11][CH2:12][CH2:13]Br.C(=O)([O-])[O-].[K+].[K+]. Product: [C:1]([C:3]1([C:4]([O:6][CH3:7])=[O:5])[CH2:13][CH2:12][O:11][CH2:10][CH2:9]1)#[N:2]. The catalyst class is: 21. (4) Reactant: [C:1]([O:5][C:6]([CH:8]1[CH2:13][CH2:12][N:11]([C:14]2[C:15]([C:28]3[CH:33]=[CH:32][CH:31]=[CH:30][CH:29]=3)=[N:16][C:17]3[C:22]([N:23]=2)=[CH:21][C:20]([C:24]([O:26]C)=[O:25])=[CH:19][CH:18]=3)[CH2:10][CH2:9]1)=[O:7])([CH3:4])([CH3:3])[CH3:2].[H-].[Na+].CI. Product: [C:1]([O:5][C:6]([CH:8]1[CH2:9][CH2:10][N:11]([C:14]2[C:15]([C:28]3[CH:33]=[CH:32][CH:31]=[CH:30][CH:29]=3)=[N:16][C:17]3[C:22]([N:23]=2)=[CH:21][C:20]([C:24]([OH:26])=[O:25])=[CH:19][CH:18]=3)[CH2:12][CH2:13]1)=[O:7])([CH3:4])([CH3:2])[CH3:3]. The catalyst class is: 7. (5) Reactant: [CH2:1]([C:4]1([S:7]([N:10]2[C:14]3=[CH:15][C:16]4[O:20][CH:19]=[N:18][C:17]=4[C:21]([F:22])=[C:13]3[N:12]([C:23]3[CH:28]=[CH:27][C:26]([I:29])=[CH:25][C:24]=3[F:30])C2=O)(=[O:9])=[O:8])[CH2:6][CH2:5]1)[CH:2]=[CH2:3].C[Si](C)(C)[O-].[K+]. Product: [CH2:1]([C:4]1([S:7]([NH:10][C:14]2[C:13]([NH:12][C:23]3[CH:28]=[CH:27][C:26]([I:29])=[CH:25][C:24]=3[F:30])=[C:21]([F:22])[C:17]3[N:18]=[CH:19][O:20][C:16]=3[CH:15]=2)(=[O:9])=[O:8])[CH2:6][CH2:5]1)[CH:2]=[CH2:3]. The catalyst class is: 1. (6) Reactant: [NH2:1][C:2]1[N:3]=[CH:4][C:5]2[C:10]([CH:11]=1)=[CH:9][CH:8]=[C:7]([C:12]1[C:13]([F:26])=[C:14]([NH:19][S:20]([CH2:23][CH2:24][CH3:25])(=[O:22])=[O:21])[CH:15]=[CH:16][C:17]=1[F:18])[CH:6]=2.O=[CH:28][C@@H:29]([NH:31][C:32](=[O:35])[O:33][CH3:34])[CH3:30].[BH3-]C#N.[Na+]. Product: [CH3:34][O:33][C:32](=[O:35])[NH:31][C@@H:29]([CH3:30])[CH2:28][NH:1][C:2]1[N:3]=[CH:4][C:5]2[C:10]([CH:11]=1)=[CH:9][CH:8]=[C:7]([C:12]1[C:17]([F:18])=[CH:16][CH:15]=[C:14]([NH:19][S:20]([CH2:23][CH2:24][CH3:25])(=[O:22])=[O:21])[C:13]=1[F:26])[CH:6]=2. The catalyst class is: 130. (7) Reactant: [Br:1][C:2]1[CH:7]=C[C:5]([CH2:8]O)=[CH:4][CH:3]=1.CS(Cl)(=O)=O.CC[N:17](C(C)C)C(C)C.[NH:24]1[CH2:29][CH2:28][CH:27]([OH:30])[CH2:26][CH2:25]1. Product: [Br:1][C:2]1[CH:3]=[CH:4][C:5]([CH2:8][N:24]2[CH2:29][CH2:28][CH:27]([OH:30])[CH2:26][CH2:25]2)=[N:17][CH:7]=1. The catalyst class is: 2.